From a dataset of Forward reaction prediction with 1.9M reactions from USPTO patents (1976-2016). Predict the product of the given reaction. (1) Given the reactants [CH3:1][CH2:2][N:3]1[C:9]2[N:10]=[C:11]([N:14]3[CH2:19][CH2:18][NH:17][CH2:16][CH2:15]3)[N:12]=[CH:13][C:8]=2[C:6](=[O:7])[C:5]([C:20]([OH:22])=[O:21])=[CH:4]1.[CH3:23][C:24]1[CH:25]=[C:26]([N:31]=[C:32]=[S:33])[CH:27]=[C:28]([CH3:30])[CH:29]=1.C(N(CC)CC)C, predict the reaction product. The product is: [CH3:23][C:24]1[CH:25]=[C:26]([NH:31][C:32]([N:17]2[CH2:18][CH2:19][N:14]([C:11]3[N:12]=[CH:13][C:8]4[C:6](=[O:7])[C:5]([C:20]([OH:22])=[O:21])=[CH:4][N:3]([CH2:2][CH3:1])[C:9]=4[N:10]=3)[CH2:15][CH2:16]2)=[S:33])[CH:27]=[C:28]([CH3:30])[CH:29]=1. (2) Given the reactants [NH2:1][C:2]1[CH:14]=[C:13]([N:15]2[CH2:20][CH2:19][N:18]([CH3:21])[CH2:17][CH2:16]2)[CH:12]=[CH:11][C:3]=1[C:4]([O:6][C:7]([CH3:10])([CH3:9])[CH3:8])=[O:5].Br[C:23]1[CH:28]=[CH:27][CH:26]=[CH:25][CH:24]=1, predict the reaction product. The product is: [CH3:21][N:18]1[CH2:19][CH2:20][N:15]([C:13]2[CH:12]=[CH:11][C:3]([C:4]([O:6][C:7]([CH3:10])([CH3:9])[CH3:8])=[O:5])=[C:2]([NH:1][C:23]3[CH:28]=[CH:27][CH:26]=[CH:25][CH:24]=3)[CH:14]=2)[CH2:16][CH2:17]1.